Dataset: NCI-60 drug combinations with 297,098 pairs across 59 cell lines. Task: Regression. Given two drug SMILES strings and cell line genomic features, predict the synergy score measuring deviation from expected non-interaction effect. (1) Drug 1: C1=C(C(=O)NC(=O)N1)F. Drug 2: CN1C(=O)N2C=NC(=C2N=N1)C(=O)N. Cell line: NCI-H460. Synergy scores: CSS=42.0, Synergy_ZIP=-4.91, Synergy_Bliss=-9.07, Synergy_Loewe=-11.1, Synergy_HSA=-5.56. (2) Drug 1: C1=CN(C=N1)CC(O)(P(=O)(O)O)P(=O)(O)O. Drug 2: C(CN)CNCCSP(=O)(O)O. Cell line: EKVX. Synergy scores: CSS=3.37, Synergy_ZIP=0.976, Synergy_Bliss=0.0395, Synergy_Loewe=3.86, Synergy_HSA=-2.56. (3) Drug 1: C1=NC2=C(N1)C(=S)N=CN2. Drug 2: N.N.Cl[Pt+2]Cl. Cell line: A549. Synergy scores: CSS=55.4, Synergy_ZIP=-6.65, Synergy_Bliss=-9.31, Synergy_Loewe=-5.30, Synergy_HSA=-1.59. (4) Drug 1: CC1CCC2CC(C(=CC=CC=CC(CC(C(=O)C(C(C(=CC(C(=O)CC(OC(=O)C3CCCCN3C(=O)C(=O)C1(O2)O)C(C)CC4CCC(C(C4)OC)OCCO)C)C)O)OC)C)C)C)OC. Drug 2: C1=NNC2=C1C(=O)NC=N2. Cell line: MALME-3M. Synergy scores: CSS=27.5, Synergy_ZIP=-2.45, Synergy_Bliss=-4.59, Synergy_Loewe=-26.5, Synergy_HSA=-3.59. (5) Drug 1: CS(=O)(=O)C1=CC(=C(C=C1)C(=O)NC2=CC(=C(C=C2)Cl)C3=CC=CC=N3)Cl. Drug 2: CC12CCC(CC1=CCC3C2CCC4(C3CC=C4C5=CN=CC=C5)C)O. Cell line: HOP-92. Synergy scores: CSS=9.37, Synergy_ZIP=-1.10, Synergy_Bliss=3.55, Synergy_Loewe=3.02, Synergy_HSA=3.03. (6) Drug 1: CN1CCC(CC1)COC2=C(C=C3C(=C2)N=CN=C3NC4=C(C=C(C=C4)Br)F)OC. Drug 2: CCC1(CC2CC(C3=C(CCN(C2)C1)C4=CC=CC=C4N3)(C5=C(C=C6C(=C5)C78CCN9C7C(C=CC9)(C(C(C8N6C=O)(C(=O)OC)O)OC(=O)C)CC)OC)C(=O)OC)O.OS(=O)(=O)O. Cell line: SR. Synergy scores: CSS=58.1, Synergy_ZIP=-2.40, Synergy_Bliss=-7.47, Synergy_Loewe=-59.5, Synergy_HSA=-7.40. (7) Drug 1: CCC1=CC2CC(C3=C(CN(C2)C1)C4=CC=CC=C4N3)(C5=C(C=C6C(=C5)C78CCN9C7C(C=CC9)(C(C(C8N6C)(C(=O)OC)O)OC(=O)C)CC)OC)C(=O)OC.C(C(C(=O)O)O)(C(=O)O)O. Drug 2: C1CC(C1)(C(=O)O)C(=O)O.[NH2-].[NH2-].[Pt+2]. Cell line: HOP-62. Synergy scores: CSS=37.9, Synergy_ZIP=-1.53, Synergy_Bliss=2.89, Synergy_Loewe=-7.09, Synergy_HSA=6.08.